Dataset: NCI-60 drug combinations with 297,098 pairs across 59 cell lines. Task: Regression. Given two drug SMILES strings and cell line genomic features, predict the synergy score measuring deviation from expected non-interaction effect. (1) Drug 1: C1CNP(=O)(OC1)N(CCCl)CCCl. Synergy scores: CSS=6.05, Synergy_ZIP=-1.78, Synergy_Bliss=-0.431, Synergy_Loewe=-1.17, Synergy_HSA=-1.88. Cell line: UACC62. Drug 2: CC12CCC3C(C1CCC2OP(=O)(O)O)CCC4=C3C=CC(=C4)OC(=O)N(CCCl)CCCl.[Na+]. (2) Drug 2: N.N.Cl[Pt+2]Cl. Synergy scores: CSS=52.1, Synergy_ZIP=1.61, Synergy_Bliss=5.26, Synergy_Loewe=0.799, Synergy_HSA=8.49. Drug 1: C1CN(P(=O)(OC1)NCCCl)CCCl. Cell line: OVCAR-5. (3) Synergy scores: CSS=31.5, Synergy_ZIP=3.97, Synergy_Bliss=4.62, Synergy_Loewe=-16.6, Synergy_HSA=3.77. Cell line: MALME-3M. Drug 2: C1=CC(=CC=C1C#N)C(C2=CC=C(C=C2)C#N)N3C=NC=N3. Drug 1: CCC1=CC2CC(C3=C(CN(C2)C1)C4=CC=CC=C4N3)(C5=C(C=C6C(=C5)C78CCN9C7C(C=CC9)(C(C(C8N6C)(C(=O)OC)O)OC(=O)C)CC)OC)C(=O)OC.C(C(C(=O)O)O)(C(=O)O)O.